This data is from Forward reaction prediction with 1.9M reactions from USPTO patents (1976-2016). The task is: Predict the product of the given reaction. (1) Given the reactants [OH:1][C:2]1[CH:3]=[C:4]([NH:9][C:10]([NH2:12])=[S:11])[CH:5]=[CH:6][C:7]=1[CH3:8].Br[CH2:14][C:15](=O)[C:16]([O:18][CH2:19][CH3:20])=[O:17], predict the reaction product. The product is: [OH:1][C:2]1[CH:3]=[C:4]([NH:9][C:10]2[S:11][CH:14]=[C:15]([C:16]([O:18][CH2:19][CH3:20])=[O:17])[N:12]=2)[CH:5]=[CH:6][C:7]=1[CH3:8]. (2) Given the reactants CON(C)[C:4]([CH:6]1[CH2:11][CH2:10][N:9]([C:12]([O:14][C:15]([CH3:18])([CH3:17])[CH3:16])=[O:13])[CH2:8][CH2:7]1)=[O:5].[CH3:20]COCC, predict the reaction product. The product is: [C:4]([CH:6]1[CH2:7][CH2:8][N:9]([C:12]([O:14][C:15]([CH3:16])([CH3:17])[CH3:18])=[O:13])[CH2:10][CH2:11]1)(=[O:5])[CH3:20].